Dataset: NCI-60 drug combinations with 297,098 pairs across 59 cell lines. Task: Regression. Given two drug SMILES strings and cell line genomic features, predict the synergy score measuring deviation from expected non-interaction effect. (1) Drug 1: COC1=CC(=CC(=C1O)OC)C2C3C(COC3=O)C(C4=CC5=C(C=C24)OCO5)OC6C(C(C7C(O6)COC(O7)C8=CC=CS8)O)O. Drug 2: CC1C(C(CC(O1)OC2CC(CC3=C2C(=C4C(=C3O)C(=O)C5=C(C4=O)C(=CC=C5)OC)O)(C(=O)CO)O)N)O.Cl. Cell line: CCRF-CEM. Synergy scores: CSS=48.2, Synergy_ZIP=-13.0, Synergy_Bliss=-22.5, Synergy_Loewe=-19.0, Synergy_HSA=-16.8. (2) Drug 1: CCC1=CC2CC(C3=C(CN(C2)C1)C4=CC=CC=C4N3)(C5=C(C=C6C(=C5)C78CCN9C7C(C=CC9)(C(C(C8N6C)(C(=O)OC)O)OC(=O)C)CC)OC)C(=O)OC.C(C(C(=O)O)O)(C(=O)O)O. Drug 2: CC=C1C(=O)NC(C(=O)OC2CC(=O)NC(C(=O)NC(CSSCCC=C2)C(=O)N1)C(C)C)C(C)C. Cell line: T-47D. Synergy scores: CSS=31.8, Synergy_ZIP=-4.00, Synergy_Bliss=1.40, Synergy_Loewe=-20.1, Synergy_HSA=3.72.